From a dataset of Forward reaction prediction with 1.9M reactions from USPTO patents (1976-2016). Predict the product of the given reaction. (1) Given the reactants N#N.[Cl:3][C:4]1[CH:5]=[C:6]([NH:19][C:20]2[C:21]3[C:28]4[CH:29]=[CH:30][C:31](/[CH:33]=[CH:34]/[C:35]([OH:37])=[O:36])=[CH:32][C:27]=4[S:26][C:22]=3[N:23]=[CH:24][N:25]=2)[CH:7]=[CH:8][C:9]=1[O:10][CH2:11][C:12]1[CH:17]=[CH:16][CH:15]=[C:14]([F:18])[CH:13]=1, predict the reaction product. The product is: [Cl:3][C:4]1[CH:5]=[C:6]([NH:19][C:20]2[C:21]3[C:28]4[CH:29]=[CH:30][C:31]([CH2:33][CH2:34][C:35]([OH:37])=[O:36])=[CH:32][C:27]=4[S:26][C:22]=3[N:23]=[CH:24][N:25]=2)[CH:7]=[CH:8][C:9]=1[O:10][CH2:11][C:12]1[CH:17]=[CH:16][CH:15]=[C:14]([F:18])[CH:13]=1. (2) The product is: [ClH:18].[CH3:1][O:2][C:3](=[O:16])[C@H:4]([O:14][CH3:15])[CH2:5][NH2:6]. Given the reactants [CH3:1][O:2][C:3](=[O:16])[CH:4]([O:14][CH3:15])[CH2:5][NH:6]C(OC(C)(C)C)=O.C(Cl)[Cl:18], predict the reaction product. (3) Given the reactants [N:1]1[CH:6]=[CH:5][CH:4]=[CH:3][C:2]=1[CH:7]([CH2:10][CH:11]1[CH2:16][CH2:15][O:14][CH2:13][CH2:12]1)[C:8]#[N:9].B.[Na].Cl.N, predict the reaction product. The product is: [N:1]1[CH:6]=[CH:5][CH:4]=[CH:3][C:2]=1[CH:7]([CH2:10][CH:11]1[CH2:16][CH2:15][O:14][CH2:13][CH2:12]1)[CH2:8][NH2:9].